Dataset: Forward reaction prediction with 1.9M reactions from USPTO patents (1976-2016). Task: Predict the product of the given reaction. (1) Given the reactants [O:1]1[C:5]2[CH:6]=[CH:7][CH:8]=[CH:9][C:4]=2[C:3]([CH2:10][C:11](O)=[O:12])=[N:2]1.CO, predict the reaction product. The product is: [O:1]1[C:5]2[CH:6]=[CH:7][CH:8]=[CH:9][C:4]=2[C:3]([CH2:10][CH2:11][OH:12])=[N:2]1. (2) Given the reactants [CH2:1]([C:8]1[CH:9]=[N:10][C:11]2[C:16]([C:17]=1Br)=[CH:15][CH:14]=[CH:13][C:12]=2[C:19]([F:22])([F:21])[F:20])[C:2]1[CH:7]=[CH:6][CH:5]=[CH:4][CH:3]=1.[CH:23]([C:25]1[CH:26]=[C:27](B2OC(C)(C)C(C)(C)O2)[CH:28]=[N:29][CH:30]=1)=[O:24], predict the reaction product. The product is: [CH2:1]([C:8]1[CH:9]=[N:10][C:11]2[C:16]([C:17]=1[C:27]1[CH:28]=[N:29][CH:30]=[C:25]([CH:26]=1)[CH:23]=[O:24])=[CH:15][CH:14]=[CH:13][C:12]=2[C:19]([F:22])([F:21])[F:20])[C:2]1[CH:7]=[CH:6][CH:5]=[CH:4][CH:3]=1. (3) The product is: [C:2]1([C:2]2[CH2:7][CH2:6][CH2:5][CH2:4][CH:3]=2)[CH:7]=[CH:6][C:5]([C:8]2[N:12]=[CH:11][N:10]([C:13]3[CH:18]=[CH:17][C:16]([O:19][C:20]([F:23])([F:22])[F:21])=[CH:15][CH:14]=3)[N:9]=2)=[CH:4][CH:3]=1. Given the reactants Br[C:2]1[CH:7]=[CH:6][C:5]([C:8]2[N:12]=[CH:11][N:10]([C:13]3[CH:18]=[CH:17][C:16]([O:19][C:20]([F:23])([F:22])[F:21])=[CH:15][CH:14]=3)[N:9]=2)=[CH:4][CH:3]=1.C(=O)([O-])[O-].[Na+].[Na+], predict the reaction product. (4) Given the reactants [CH2:1]([O:8][C:9]([N:11]1[CH2:16][CH2:15][CH2:14][CH:13]([CH2:17][NH:18][C:19]2[C:24]([C:25](O)=[O:26])=[CH:23][N:22]=[C:21](Cl)[N:20]=2)[CH2:12]1)=[O:10])[C:2]1[CH:7]=[CH:6][CH:5]=[CH:4][CH:3]=1.[CH:29]1[CH:34]=[C:33]2[N:35]=[N:36][N:37]([OH:38])[C:32]2=[CH:31][CH:30]=1.O.C(Cl)CCl.[NH3:44], predict the reaction product. The product is: [N:37]1([O:38][C:21]2[N:20]=[C:19]([NH:18][CH2:17][CH:13]3[CH2:14][CH2:15][CH2:16][N:11]([C:9]([O:8][CH2:1][C:2]4[CH:7]=[CH:6][CH:5]=[CH:4][CH:3]=4)=[O:10])[CH2:12]3)[C:24]([C:25](=[O:26])[NH2:44])=[CH:23][N:22]=2)[C:32]2[CH:31]=[CH:30][CH:29]=[CH:34][C:33]=2[N:35]=[N:36]1. (5) Given the reactants [CH2:1]([C:3]1[C:4]([O:13][CH3:14])=[N:5][C:6]([CH3:12])=[C:7]([CH:11]=1)[C:8]([NH2:10])=[O:9])[CH3:2].CO[C:17](OC)([N:19]([CH3:21])[CH3:20])[CH3:18], predict the reaction product. The product is: [CH3:20][N:19]([CH3:21])[C:17](=[N:10][C:8](=[O:9])[C:7]1[CH:11]=[C:3]([CH2:1][CH3:2])[C:4]([O:13][CH3:14])=[N:5][C:6]=1[CH3:12])[CH3:18]. (6) The product is: [Cl:22][CH2:23][CH2:24][CH2:25][CH:18]([C:15]1[CH:14]=[CH:13][C:12]([F:11])=[CH:17][CH:16]=1)[C:19]([OH:21])=[O:20]. Given the reactants C[Si]([N-][Si](C)(C)C)(C)C.[Na+].[F:11][C:12]1[CH:17]=[CH:16][C:15]([CH2:18][C:19]([OH:21])=[O:20])=[CH:14][CH:13]=1.[Cl:22][CH2:23][CH2:24][CH2:25]I, predict the reaction product. (7) Given the reactants [OH:1][CH:2]1[O:10][C@H:9]([CH2:11]O)[C@@H:7](O)[C@H:5](O)[C@H:3]1N.S(O)(O)(=O)=O.O[CH:19]1O[C@H:26]([CH2:28]O)[C@@H:24](O)[C@H:22](O)[C@H:20]1N.Cl.O[CH:32]1O[C@H:39]([CH2:41]O)[C@@H:37](O)[C@H:35](O)[C@H:33]1N.C(N[C@@H]1[C@@H](O)[C@H](O)[C@@H](CO)OC1O)(=O)C, predict the reaction product. The product is: [C:2]([OH:10])(=[O:1])[CH2:3][CH2:5][CH2:7][CH2:9]/[CH:11]=[CH:19]\[CH2:20]/[CH:22]=[CH:24]\[CH2:26]/[CH:28]=[CH:32]\[CH2:33][CH2:35][CH2:37][CH2:39][CH3:41]. (8) Given the reactants [Cl:1][C:2]1[C:7]2[CH:8]=[C:9]([CH2:11][O:12][C:13]3[CH:14]=[C:15]4[C:19](=[CH:20][CH:21]=3)[N:18]([CH2:22][C:23]3([NH:31]C(=O)OC(C)(C)C)[CH2:28][O:27]C(C)(C)[O:25][CH2:24]3)[CH2:17][CH2:16]4)[O:10][C:6]=2[CH:5]=[C:4]([Cl:39])[CH:3]=1.CC1(C)OCC(NC(=O)OC(C)(C)C)(CNC2C=CC(CCCCCCCC)=CC=2)CO1, predict the reaction product. The product is: [NH2:31][C:23]([CH2:22][N:18]1[C:19]2[C:15](=[CH:14][C:13]([O:12][CH2:11][C:9]3[O:10][C:6]4[CH:5]=[C:4]([Cl:39])[CH:3]=[C:2]([Cl:1])[C:7]=4[CH:8]=3)=[CH:21][CH:20]=2)[CH2:16][CH2:17]1)([CH2:24][OH:25])[CH2:28][OH:27]. (9) Given the reactants [C:1](C1NC=CN=1)(C1NC=CN=1)=[O:2].[CH2:13]([OH:20])[C:14]1[CH:19]=[CH:18][CH:17]=[CH:16][CH:15]=1.[CH3:21][O:22][C:23]([C:25]1[CH:26]=[C:27]([CH3:49])[C:28]2[O:34][C:33]3[C:35]([Cl:45])=[CH:36][C:37]([N:39]4[CH2:44][CH2:43][NH:42][CH2:41][CH2:40]4)=[CH:38][C:32]=3[CH2:31][S:30](=[O:47])(=[O:46])[C:29]=2[CH:48]=1)=[O:24], predict the reaction product. The product is: [CH2:13]([O:20][C:1]([N:42]1[CH2:41][CH2:40][N:39]([C:37]2[CH:36]=[C:35]([Cl:45])[C:33]3[O:34][C:28]4[C:27]([CH3:49])=[CH:26][C:25]([C:23]([O:22][CH3:21])=[O:24])=[CH:48][C:29]=4[S:30](=[O:46])(=[O:47])[CH2:31][C:32]=3[CH:38]=2)[CH2:44][CH2:43]1)=[O:2])[C:14]1[CH:19]=[CH:18][CH:17]=[CH:16][CH:15]=1.